From a dataset of Forward reaction prediction with 1.9M reactions from USPTO patents (1976-2016). Predict the product of the given reaction. (1) Given the reactants [NH2:1][C:2]1[C:3]([C:7]2[N:8]([CH2:25][CH3:26])[C:9]3[CH:14]=[C:13]([CH2:15][NH:16][CH3:17])[N:12]=[C:11]([C:18]#[C:19]C(C)(O)C)[C:10]=3[N:24]=2)=[N:4][O:5][N:6]=1.[CH3:27][C:28]([OH:30])=O.CN1CC[O:35][CH2:34][CH2:33]1.[CH3:38]CN=C=NCCCN(C)C.Cl, predict the reaction product. The product is: [NH2:1][C:2]1[C:3]([C:7]2[N:8]([CH2:25][CH3:26])[C:9]3[CH:14]=[C:13]([CH2:15][N:16]([CH3:17])[C:34](=[O:35])[CH3:33])[N:12]=[C:11]([C:18]#[C:19][C:28]([OH:30])([CH3:27])[CH3:38])[C:10]=3[N:24]=2)=[N:4][O:5][N:6]=1. (2) Given the reactants Cl[CH:2]([S:7][CH3:8])[C:3]([O:5][CH3:6])=[O:4].[Cl-].[Al+3].[Cl-].[Cl-].[CH:13]1[CH:18]=[CH:17][CH:16]=[CH:15][CH:14]=1, predict the reaction product. The product is: [CH3:8][S:7][CH:2]([C:13]1[CH:18]=[CH:17][CH:16]=[CH:15][CH:14]=1)[C:3]([O:5][CH3:6])=[O:4]. (3) Given the reactants [NH2:1][C:2]1[S:3][C:4]([CH3:12])=[C:5]([CH2:7][C:8]([O:10][CH3:11])=[O:9])[N:6]=1.[Cl:13][C:14]1[CH:19]=[CH:18][C:17]([S:20](Cl)(=[O:22])=[O:21])=[CH:16][CH:15]=1, predict the reaction product. The product is: [Cl:13][C:14]1[CH:19]=[CH:18][C:17]([S:20]([NH:1][C:2]2[S:3][C:4]([CH3:12])=[C:5]([CH2:7][C:8]([O:10][CH3:11])=[O:9])[N:6]=2)(=[O:22])=[O:21])=[CH:16][CH:15]=1. (4) Given the reactants [NH2:1][C:2]1[CH:7]=[CH:6][C:5]([C:8]2[C:16]3[C:15]([NH2:17])=[N:14][CH:13]=[N:12][C:11]=3[O:10][CH:9]=2)=[CH:4][CH:3]=1.[CH:26]1N=[CH:29][N:28](C(N2[CH:29]=[N:28][CH:27]=[CH:26]2)=S)[CH:27]=1.N[C:31]1[CH:36]=[CH:35]C=C[C:32]=1[OH:37].Cl.C(N=C=NCCCN(C)C)C, predict the reaction product. The product is: [O:37]1[C:32]2[CH:31]=[CH:36][CH:35]=[CH:26][C:27]=2[N:28]=[C:29]1[NH:1][C:2]1[CH:3]=[CH:4][C:5]([C:8]2[C:16]3[C:15]([NH2:17])=[N:14][CH:13]=[N:12][C:11]=3[O:10][CH:9]=2)=[CH:6][CH:7]=1. (5) Given the reactants C(Cl)CCl.[C:5]([O:9][C:10]([NH:12][CH:13]([CH:17]([OH:26])[C:18]1[CH:23]=[CH:22][C:21]([O:24][CH3:25])=[CH:20][CH:19]=1)[C:14]([OH:16])=O)=[O:11])([CH3:8])([CH3:7])[CH3:6].FC(F)(F)C(O)=O.[CH2:34]([O:38][C:39]1([C:43]2[CH:48]=[CH:47][CH:46]=[CH:45][C:44]=2[CH3:49])[CH2:42][NH:41][CH2:40]1)[CH2:35][CH2:36][CH3:37].C1C=NC2N(O)N=NC=2C=1.[OH-].[Na+], predict the reaction product. The product is: [C:5]([O:9][C:10](=[O:11])[NH:12][CH:13]([C:14]([N:41]1[CH2:40][C:39]([O:38][CH2:34][CH2:35][CH2:36][CH3:37])([C:43]2[CH:48]=[CH:47][CH:46]=[CH:45][C:44]=2[CH3:49])[CH2:42]1)=[O:16])[CH:17]([OH:26])[C:18]1[CH:23]=[CH:22][C:21]([O:24][CH3:25])=[CH:20][CH:19]=1)([CH3:6])([CH3:7])[CH3:8]. (6) Given the reactants [NH2:1][C:2]1[C:9]([OH:10])=[C:8]([F:11])[C:7](Br)=[C:6](C)[C:3]=1[C:4]#[N:5].[Cl:14][C:15]1[CH:16]=[C:17](B(O)O)[CH:18]=[CH:19][CH:20]=1.[C:24](=O)([O-])[O-].[Cs+].[Cs+], predict the reaction product. The product is: [NH2:1][C:2]1[C:3]([CH3:24])([C:4]#[N:5])[CH2:6][C:7]([C:19]2[CH:18]=[CH:17][CH:16]=[C:15]([Cl:14])[CH:20]=2)=[C:8]([F:11])[C:9]=1[OH:10]. (7) The product is: [Cl:1][C:2]1[CH:26]=[CH:25][C:24]([Cl:27])=[CH:23][C:3]=1[O:4][C:5]1[C:10]([C:11]([N:13]2[C:22]3[C:17](=[CH:18][CH:19]=[CH:20][CH:21]=3)[N:16]([CH2:28][CH:29]([CH3:32])[CH3:30])[CH2:15][CH2:14]2)=[O:12])=[CH:9][CH:8]=[CH:7][N:6]=1. Given the reactants [Cl:1][C:2]1[CH:26]=[CH:25][C:24]([Cl:27])=[CH:23][C:3]=1[O:4][C:5]1[C:10]([C:11]([N:13]2[C:22]3[C:17](=[CH:18][CH:19]=[CH:20][CH:21]=3)[NH:16][CH2:15][CH2:14]2)=[O:12])=[CH:9][CH:8]=[CH:7][N:6]=1.[CH3:28][CH:29]([CH3:32])[CH:30]=O.C([Sn](Cl)(Cl)CCCC)CCC.C1([SiH3])C=CC=CC=1, predict the reaction product. (8) Given the reactants [C:1]([NH:5][S:6]([C:9]1[S:10][CH:11]=[C:12]([C:14]([OH:16])=O)[N:13]=1)(=[O:8])=[O:7])([CH3:4])([CH3:3])[CH3:2].CN(C(ON1N=NC2C=CC=NC1=2)=[N+](C)C)C.F[P-](F)(F)(F)(F)F.CCN(C(C)C)C(C)C.[NH2:50][C:51]1[CH:56]=[CH:55][CH:54]=[C:53]([C:57]2[CH:62]=[CH:61][CH:60]=[CH:59][CH:58]=2)[C:52]=1[C:63]([NH2:65])=[O:64], predict the reaction product. The product is: [C:1]([NH:5][S:6]([C:9]1[S:10][CH:11]=[C:12]([C:14]([NH:50][C:51]2[C:52]([C:63](=[O:64])[NH2:65])=[C:53]([C:57]3[CH:62]=[CH:61][CH:60]=[CH:59][CH:58]=3)[CH:54]=[CH:55][CH:56]=2)=[O:16])[N:13]=1)(=[O:7])=[O:8])([CH3:2])([CH3:3])[CH3:4]. (9) Given the reactants [C:1](Cl)(=[O:6])[CH2:2][CH2:3][CH:4]=[CH2:5].[CH2:8]([Mg]Br)[CH2:9][CH:10]=[CH2:11], predict the reaction product. The product is: [CH2:5]=[CH:4][CH2:3][CH2:2][C:1](=[O:6])[CH2:11][CH2:10][CH:9]=[CH2:8]. (10) Given the reactants C([NH:4][C:5]1[CH:10]=[C:9]([O:11][C:12]2[C:17]([F:18])=[CH:16][C:15]([NH:19][C:20]([C:22]3[C:23](=[O:38])[N:24]([C:31]4[CH:36]=[CH:35][C:34]([F:37])=[CH:33][CH:32]=4)[CH:25]=[CH:26][C:27]=3[O:28][CH2:29][CH3:30])=[O:21])=[C:14]([F:39])[CH:13]=2)[CH:8]=[CH:7][N:6]=1)(=O)C.C([O-])([O-])=O.[K+].[K+], predict the reaction product. The product is: [NH2:4][C:5]1[CH:10]=[C:9]([O:11][C:12]2[C:17]([F:18])=[CH:16][C:15]([NH:19][C:20]([C:22]3[C:23](=[O:38])[N:24]([C:31]4[CH:32]=[CH:33][C:34]([F:37])=[CH:35][CH:36]=4)[CH:25]=[CH:26][C:27]=3[O:28][CH2:29][CH3:30])=[O:21])=[C:14]([F:39])[CH:13]=2)[CH:8]=[CH:7][N:6]=1.